From a dataset of Forward reaction prediction with 1.9M reactions from USPTO patents (1976-2016). Predict the product of the given reaction. (1) Given the reactants [CH3:1][C:2]1[C:6]([C:7]2[CH:12]=[C:11]([NH2:13])[C:10]([NH2:14])=[C:9]([I:15])[CH:8]=2)=[C:5]([CH3:16])[O:4][N:3]=1.[C:17](C1NC=CN=1)(C1NC=CN=1)=[O:18].N1C=CN=C1, predict the reaction product. The product is: [CH3:1][C:2]1[C:6]([C:7]2[CH:8]=[C:9]([I:15])[C:10]3[NH:14][C:17](=[O:18])[NH:13][C:11]=3[CH:12]=2)=[C:5]([CH3:16])[O:4][N:3]=1. (2) Given the reactants [C:1]([O:5][C:6]([N:8]1[CH2:13][CH2:12][N:11]([C:14]2[CH:19]=[CH:18][C:17]([N+:20]([O-])=O)=[CH:16][C:15]=2[F:23])[CH2:10][CH2:9]1)=[O:7])([CH3:4])([CH3:3])[CH3:2].[H][H], predict the reaction product. The product is: [C:1]([O:5][C:6]([N:8]1[CH2:13][CH2:12][N:11]([C:14]2[CH:19]=[CH:18][C:17]([NH2:20])=[CH:16][C:15]=2[F:23])[CH2:10][CH2:9]1)=[O:7])([CH3:4])([CH3:2])[CH3:3].